This data is from CYP1A2 inhibition data for predicting drug metabolism from PubChem BioAssay. The task is: Regression/Classification. Given a drug SMILES string, predict its absorption, distribution, metabolism, or excretion properties. Task type varies by dataset: regression for continuous measurements (e.g., permeability, clearance, half-life) or binary classification for categorical outcomes (e.g., BBB penetration, CYP inhibition). Dataset: cyp1a2_veith. (1) The compound is CC1=NN(c2ccccc2)C(=O)C1. The result is 1 (inhibitor). (2) The compound is CCOC(=O)c1sc(=S)n(-c2cccc(C(F)(F)F)c2)c1SC. The result is 1 (inhibitor). (3) The drug is CCCCN1CCCC[C@H]1C(=O)Nc1c(C)cccc1C. The result is 1 (inhibitor). (4) The drug is O=C(c1cnccn1)N1CCC2(CCCN(c3ccccn3)C2)CC1. The result is 0 (non-inhibitor). (5) The drug is O=C1C=C(Nc2ccc(Cl)cc2)CC(c2ccc(Cl)cc2)C1. The result is 1 (inhibitor).